Dataset: Catalyst prediction with 721,799 reactions and 888 catalyst types from USPTO. Task: Predict which catalyst facilitates the given reaction. (1) Reactant: [Br:1]Br.[Cl:3][C:4]1[CH:23]=[CH:22][C:7]([O:8][C:9]2[CH:14]=[CH:13][C:12]([C:15](=[O:17])[CH3:16])=[C:11]([C:18]([F:21])([F:20])[F:19])[CH:10]=2)=[CH:6][CH:5]=1.C(=O)(O)[O-].[Na+]. Product: [Br:1][CH2:16][C:15]([C:12]1[CH:13]=[CH:14][C:9]([O:8][C:7]2[CH:6]=[CH:5][C:4]([Cl:3])=[CH:23][CH:22]=2)=[CH:10][C:11]=1[C:18]([F:19])([F:20])[F:21])=[O:17]. The catalyst class is: 27. (2) Reactant: Br[CH2:2][C:3]#[C:4][C:5]1[CH:6]=[C:7]([N:16]([C@H:19]2[CH2:24][CH2:23][C@H:22]([N:25]([C:27]([O:29][C:30]([CH3:33])([CH3:32])[CH3:31])=[O:28])[CH3:26])[CH2:21][CH2:20]2)[CH2:17][CH3:18])[C:8]([CH3:15])=[C:9]([CH:14]=1)[C:10]([O:12][CH3:13])=[O:11].[NH:34]1[CH2:39][CH2:38][O:37][CH2:36][CH2:35]1. Product: [C:30]([O:29][C:27]([N:25]([CH3:26])[C@H:22]1[CH2:21][CH2:20][C@H:19]([N:16]([CH2:17][CH3:18])[C:7]2[C:8]([CH3:15])=[C:9]([CH:14]=[C:5]([C:4]#[C:3][CH2:2][N:34]3[CH2:39][CH2:38][O:37][CH2:36][CH2:35]3)[CH:6]=2)[C:10]([O:12][CH3:13])=[O:11])[CH2:24][CH2:23]1)=[O:28])([CH3:33])([CH3:32])[CH3:31]. The catalyst class is: 3. (3) Reactant: [O:1]1[CH:6]=[CH:5][CH2:4][CH2:3][CH2:2]1.O.C1(C)C=CC(S(O)(=O)=O)=CC=1.[Cl:19][C:20]1[CH:21]=[N:22][CH:23]=[C:24]([Cl:28])[C:25]=1[CH2:26][OH:27]. Product: [Cl:19][C:20]1[CH:21]=[N:22][CH:23]=[C:24]([Cl:28])[C:25]=1[CH2:26][O:27][CH:6]1[CH2:5][CH2:4][CH2:3][CH2:2][O:1]1. The catalyst class is: 2. (4) Reactant: [Cl:1][C:2]1[C:7]([Cl:8])=[CH:6][CH:5]=[CH:4][C:3]=1[N:9]1[C:13]([NH2:14])=[C:12]2[CH2:15][CH2:16][CH2:17][C:11]2=[N:10]1.[CH3:18][C:19]1[N:27]=[CH:26][CH:25]=[CH:24][C:20]=1[C:21](O)=[O:22].F[P-](F)(F)(F)(F)F.N1(OC(N(C)C)=[N+](C)C)C2N=CC=CC=2N=N1.C(N(CC)CC)C. Product: [Cl:1][C:2]1[C:7]([Cl:8])=[CH:6][CH:5]=[CH:4][C:3]=1[N:9]1[C:13]([NH:14][C:21](=[O:22])[C:20]2[CH:24]=[CH:25][CH:26]=[N:27][C:19]=2[CH3:18])=[C:12]2[CH2:15][CH2:16][CH2:17][C:11]2=[N:10]1. The catalyst class is: 35. (5) Reactant: C([N:8]1[CH2:13][CH2:12][CH:11]([CH2:14][OH:15])[CH:10]([OH:16])[CH2:9]1)C1C=CC=CC=1.[H][H]. Product: [OH:15][CH2:14][CH:11]1[CH2:12][CH2:13][NH:8][CH2:9][CH:10]1[OH:16]. The catalyst class is: 358. (6) Reactant: [CH2:1]([NH:8][CH2:9][CH2:10][NH:11][CH2:12][C:13]1[CH:18]=[CH:17][CH:16]=[CH:15][CH:14]=1)[C:2]1[CH:7]=[CH:6][CH:5]=[CH:4][CH:3]=1.C(N(CC)CC)C.Br[CH2:27][CH:28]([OH:31])[CH2:29]Br. Product: [CH2:1]([N:8]1[CH2:29][CH:28]([OH:31])[CH2:27][N:11]([CH2:12][C:13]2[CH:18]=[CH:17][CH:16]=[CH:15][CH:14]=2)[CH2:10][CH2:9]1)[C:2]1[CH:3]=[CH:4][CH:5]=[CH:6][CH:7]=1. The catalyst class is: 11. (7) Reactant: [S:1]([C:5]1[CH:11]=[CH:10][C:8]([CH3:9])=[CH:7][CH:6]=1)([OH:4])(=[O:3])=[O:2].C(O)C.[CH3:15][CH:16]([NH:18][C:19]([CH3:24])([CH:21]([CH3:23])[CH3:22])[CH3:20])[CH3:17]. The catalyst class is: 28. Product: [S:1]([C:5]1[CH:11]=[CH:10][C:8]([CH3:9])=[CH:7][CH:6]=1)([OH:4])(=[O:3])=[O:2].[CH3:15][CH:16]([NH:18][C:19]([CH3:24])([CH:21]([CH3:23])[CH3:22])[CH3:20])[CH3:17]. (8) Reactant: [Cl:1][C:2]1[CH:3]=[C:4]([C:12]2[O:16][N:15]=[C:14]([C:17]3[C:22]4[CH:23]=[CH:24][O:25][C:21]=4[C:20]([OH:26])=[CH:19][CH:18]=3)[N:13]=2)[CH:5]=[CH:6][C:7]=1[O:8][CH:9]([CH3:11])[CH3:10].[F:27][C:28]([F:47])([F:46])[S:29](N(C1C=CC=CC=1)[S:29]([C:28]([F:47])([F:46])[F:27])(=[O:31])=[O:30])(=[O:31])=[O:30].CCN(C(C)C)C(C)C. Product: [F:27][C:28]([F:47])([F:46])[S:29]([O:26][C:20]1[C:21]2[O:25][CH:24]=[CH:23][C:22]=2[C:17]([C:14]2[N:13]=[C:12]([C:4]3[CH:5]=[CH:6][C:7]([O:8][CH:9]([CH3:11])[CH3:10])=[C:2]([Cl:1])[CH:3]=3)[O:16][N:15]=2)=[CH:18][CH:19]=1)(=[O:31])=[O:30]. The catalyst class is: 2. (9) Reactant: C(O[C:5](=[O:7])[CH3:6])(=O)C.[Br:8][C:9]1[CH:14]=[CH:13][C:12]([C@@H:15]([NH2:17])[CH3:16])=[CH:11][CH:10]=1.C([O-])(O)=O.[Na+]. Product: [Br:8][C:9]1[CH:14]=[CH:13][C:12]([C@@H:15]([NH:17][C:5](=[O:7])[CH3:6])[CH3:16])=[CH:11][CH:10]=1. The catalyst class is: 2.